This data is from Catalyst prediction with 721,799 reactions and 888 catalyst types from USPTO. The task is: Predict which catalyst facilitates the given reaction. Reactant: [CH2:1]([NH2:6])[CH2:2][CH:3]([CH3:5])[CH3:4].[CH:7]1([NH:10][C:11]([C:13]2[CH:14]=[C:15]([F:37])[C:16]([CH3:36])=[C:17]([C:19]3[CH:24]=[CH:23][C:22]([C:25](O)=[O:26])=[CH:21][C:20]=3[C:28]([NH:30][C:31]3[S:32][CH:33]=[CH:34][N:35]=3)=[O:29])[CH:18]=2)=[O:12])[CH2:9][CH2:8]1.Cl.CN(C)CCCN=C=NCC.CCOC(C)=O. Product: [CH:7]1([NH:10][C:11]([C:13]2[CH:18]=[C:17]([C:19]3[C:20]([C:28]([NH:30][C:31]4[S:32][CH:33]=[CH:34][N:35]=4)=[O:29])=[CH:21][C:22]([C:25]([NH:6][CH2:1][CH2:2][CH:3]([CH3:5])[CH3:4])=[O:26])=[CH:23][CH:24]=3)[C:16]([CH3:36])=[C:15]([F:37])[CH:14]=2)=[O:12])[CH2:9][CH2:8]1. The catalyst class is: 119.